This data is from Full USPTO retrosynthesis dataset with 1.9M reactions from patents (1976-2016). The task is: Predict the reactants needed to synthesize the given product. (1) The reactants are: C([N:3]([CH2:6][CH3:7])[CH2:4][CH3:5])C.[CH2:8]1[C:12]2=[CH:13][C:14]3[CH2:15]CC[CH2:18][C:19]=3[CH:20]=[C:11]2[CH2:10]C1N.C(=O)[C:23]1[CH:28]=[CH:27]C=[CH:25][CH:24]=1.[C:30](O[BH-](OC(=O)C)OC(=O)C)(=O)C.[Na+].C(O)(=O)C. Given the product [CH2:6]([NH:3][CH:4]1[CH2:5][C:13]2[C:12](=[C:11]([CH3:10])[C:20]([CH3:30])=[C:19]([CH3:18])[C:14]=2[CH3:15])[CH2:8]1)[C:7]1[CH:27]=[CH:28][CH:23]=[CH:24][CH:25]=1, predict the reactants needed to synthesize it. (2) Given the product [NH2:19][C:3]1[C:2]([Br:1])=[CH:18][C:6]2[C:7]([C:13]([O:15][CH2:16][CH3:17])=[O:14])=[C:8]([CH:10]3[CH2:12][CH2:11]3)[O:9][C:5]=2[CH:4]=1, predict the reactants needed to synthesize it. The reactants are: [Br:1][C:2]1[C:3]([N+:19]([O-])=O)=[CH:4][C:5]2[O:9][C:8]([CH:10]3[CH2:12][CH2:11]3)=[C:7]([C:13]([O:15][CH2:16][CH3:17])=[O:14])[C:6]=2[CH:18]=1.[NH4+].[Cl-]. (3) Given the product [O:1]1[CH2:5][CH2:4][CH:3]([CH2:6][C:7]2[N:12]=[CH:11][C:10]([CH2:13][OH:14])=[CH:9][CH:8]=2)[CH2:2]1, predict the reactants needed to synthesize it. The reactants are: [O:1]1[CH2:5][CH2:4][CH:3]([CH2:6][C:7]2[N:12]=[CH:11][C:10]([C:13](OC)=[O:14])=[CH:9][CH:8]=2)[CH2:2]1.[H-].[H-].[H-].[H-].[Li+].[Al+3]. (4) Given the product [Cl:1][C:2]1[CH:3]=[C:4]([NH:9][CH2:10][C:11]([N:13]2[CH2:19][CH:18]3[CH2:17][CH:14]2[CH:15]([N:20]([CH3:30])[C:21]2[C:22]4[CH:29]=[CH:28][NH:27][C:23]=4[N:24]=[CH:25][N:26]=2)[CH2:16]3)=[O:12])[CH:5]=[C:6]([Cl:8])[CH:7]=1, predict the reactants needed to synthesize it. The reactants are: [Cl:1][C:2]1[CH:3]=[C:4]([NH:9][CH2:10][C:11]([N:13]2[CH2:19][CH2:18][CH2:17][CH2:16][CH:15]([N:20]([CH3:30])[C:21]3[C:22]4[CH:29]=[CH:28][NH:27][C:23]=4[N:24]=[CH:25][N:26]=3)[CH2:14]2)=[O:12])[CH:5]=[C:6]([Cl:8])[CH:7]=1.CO.